This data is from Full USPTO retrosynthesis dataset with 1.9M reactions from patents (1976-2016). The task is: Predict the reactants needed to synthesize the given product. (1) The reactants are: C(N(CC)CC)C.[CH2:8]1[C:16]2[C:11](=[CH:12][CH:13]=[CH:14][CH:15]=2)[CH2:10][NH:9]1.[Cl:17][C:18]([Cl:23])([Cl:22])[C:19](Cl)=[O:20]. Given the product [Cl:17][C:18]([Cl:23])([Cl:22])[C:19]([N:9]1[CH2:10][C:11]2[C:16](=[CH:15][CH:14]=[CH:13][CH:12]=2)[CH2:8]1)=[O:20], predict the reactants needed to synthesize it. (2) The reactants are: [N:1]1[CH:6]=[CH:5][CH:4]=[CH:3][C:2]=1[N:7]1[C:11]([C:12]([F:15])([F:14])[F:13])=[C:10]([C:16]([OH:18])=O)[CH:9]=[N:8]1.C(Cl)CCl.C1C=CC2N(O)N=NC=2C=1.CCN(C(C)C)C(C)C.O[NH:43][C:44](=[NH:53])[C:45]1[CH:50]=[CH:49][C:48]([CH2:51][OH:52])=[CH:47][CH:46]=1.Cl. Given the product [N:1]1[CH:6]=[CH:5][CH:4]=[CH:3][C:2]=1[N:7]1[C:11]([C:12]([F:13])([F:14])[F:15])=[C:10]([C:16]2[O:18][N:53]=[C:44]([C:45]3[CH:50]=[CH:49][C:48]([CH2:51][OH:52])=[CH:47][CH:46]=3)[N:43]=2)[CH:9]=[N:8]1, predict the reactants needed to synthesize it. (3) Given the product [F:1][C:2]1[CH:3]=[C:4]([CH:15]=[CH:16][CH:17]=1)[CH2:5][O:6][C:7]1[CH:14]=[CH:13][C:10]([CH2:11][OH:12])=[CH:9][CH:8]=1, predict the reactants needed to synthesize it. The reactants are: [F:1][C:2]1[CH:3]=[C:4]([CH:15]=[CH:16][CH:17]=1)[CH2:5][O:6][C:7]1[CH:14]=[CH:13][C:10]([CH:11]=[O:12])=[CH:9][CH:8]=1.[H-].[Al+3].[Li+].[H-].[H-].[H-].O.[OH-].[Na+].